Dataset: Catalyst prediction with 721,799 reactions and 888 catalyst types from USPTO. Task: Predict which catalyst facilitates the given reaction. (1) Reactant: N(C(OCC)=O)=NC(OCC)=O.[OH:13][C:14]1[CH:19]=[CH:18][C:17]([NH:20][C:21]([C:23]2[C:24]([C:29]3[CH:34]=[CH:33][C:32]([C:35]([F:38])([F:37])[F:36])=[CH:31][CH:30]=3)=[CH:25][CH:26]=[CH:27][CH:28]=2)=[O:22])=[CH:16][CH:15]=1.[N:39]1[CH:44]=[CH:43][CH:42]=[CH:41][C:40]=1[CH2:45]O.C1(P(C2C=CC=CC=2)C2C=CC=CC=2)C=CC=CC=1. Product: [N:39]1[CH:44]=[CH:43][CH:42]=[CH:41][C:40]=1[CH2:45][O:13][C:14]1[CH:19]=[CH:18][C:17]([NH:20][C:21]([C:23]2[C:24]([C:29]3[CH:34]=[CH:33][C:32]([C:35]([F:36])([F:37])[F:38])=[CH:31][CH:30]=3)=[CH:25][CH:26]=[CH:27][CH:28]=2)=[O:22])=[CH:16][CH:15]=1. The catalyst class is: 253. (2) Reactant: [OH:1][C@@H:2]1[C@H:6]([CH3:7])[NH:5][C:4](=[O:8])[CH2:3]1.N1C(C)=CC=CC=1C.FC(F)(F)S(O[Si:23]([C:26]([CH3:29])([CH3:28])[CH3:27])([CH3:25])[CH3:24])(=O)=O.O. Product: [Si:23]([O:1][C@@H:2]1[C@H:6]([CH3:7])[NH:5][C:4](=[O:8])[CH2:3]1)([C:26]([CH3:29])([CH3:28])[CH3:27])([CH3:25])[CH3:24]. The catalyst class is: 1. (3) Reactant: [C:1]1([CH3:10])[CH:6]=[CH:5][CH:4]=[CH:3][C:2]=1[C:7](=[O:9])[CH3:8].[BrH:11].Br.[NH+]1C=CC=CC=1.[Br-]. Product: [Br:11][CH2:8][C:7]([C:2]1[CH:3]=[CH:4][CH:5]=[CH:6][C:1]=1[CH3:10])=[O:9]. The catalyst class is: 15. (4) Reactant: [Cl:1][C:2]1[N:3]=[C:4]([N:19]2[CH2:24][CH2:23][O:22][CH2:21][CH2:20]2)[C:5]2[S:10][C:9]([C:11]3[CH:12]=[C:13]([CH2:17][NH2:18])[CH:14]=[CH:15][CH:16]=3)=[CH:8][C:6]=2[N:7]=1.[C:25](Cl)(=[O:27])[CH3:26].C(N(CC)CC)C.O. Product: [Cl:1][C:2]1[N:3]=[C:4]([N:19]2[CH2:24][CH2:23][O:22][CH2:21][CH2:20]2)[C:5]2[S:10][C:9]([C:11]3[CH:12]=[C:13]([CH2:17][NH:18][C:25](=[O:27])[CH3:26])[CH:14]=[CH:15][CH:16]=3)=[CH:8][C:6]=2[N:7]=1. The catalyst class is: 4.